From a dataset of Forward reaction prediction with 1.9M reactions from USPTO patents (1976-2016). Predict the product of the given reaction. (1) The product is: [CH:1]12[CH2:7][CH:4]([CH2:5][CH2:6]1)[CH2:3][CH:2]2[CH:8]([CH3:14])[C:9]([O:11][CH3:12])=[O:10]. Given the reactants [CH:1]12[CH2:7][CH:4]([CH2:5][CH2:6]1)[CH2:3][CH:2]2[CH2:8][C:9]([O:11][CH3:12])=[O:10].[Li+].[CH3:14][Si]([N-][Si](C)(C)C)(C)C.IC, predict the reaction product. (2) Given the reactants [CH3:1][O:2]C(=O)CCBr.[CH3:8][Si:9]([CH3:39])([CH3:38])[CH2:10][CH2:11][O:12][CH2:13][N:14]1[C:18]([C:19]2[CH:37]=[CH:36][C:22]([O:23][C:24]3[CH:25]=[C:26]4[C:30](=[CH:31][CH:32]=3)[N:29]([CH2:33][CH2:34]O)[N:28]=[CH:27]4)=[CH:21][CH:20]=2)=[CH:17][CH:16]=[N:15]1, predict the reaction product. The product is: [CH3:39][Si:9]([CH3:38])([CH3:8])[CH2:10][CH2:11][O:12][CH2:13][N:14]1[C:18]([C:19]2[CH:20]=[CH:21][C:22]([O:23][C:24]3[CH:25]=[C:26]4[C:30](=[CH:31][CH:32]=3)[N:29]([CH2:33][CH2:34][CH2:1][OH:2])[N:28]=[CH:27]4)=[CH:36][CH:37]=2)=[CH:17][CH:16]=[N:15]1. (3) Given the reactants [NH2:1][CH:2]1[CH2:7][CH2:6][N:5]([C:8]([O:10][C:11]([CH3:14])([CH3:13])[CH3:12])=[O:9])[CH2:4][CH2:3]1.C(N(CC)CC)C.[CH2:22]([C:24]1[CH:29]=[CH:28][C:27]([S:30](Cl)(=[O:32])=[O:31])=[CH:26][CH:25]=1)[CH3:23], predict the reaction product. The product is: [CH2:22]([C:24]1[CH:25]=[CH:26][C:27]([S:30]([NH:1][CH:2]2[CH2:3][CH2:4][N:5]([C:8]([O:10][C:11]([CH3:14])([CH3:13])[CH3:12])=[O:9])[CH2:6][CH2:7]2)(=[O:32])=[O:31])=[CH:28][CH:29]=1)[CH3:23]. (4) Given the reactants [NH2:1][C:2]1[S:3][C:4]([S:7][CH3:8])=[N:5][N:6]=1.Cl[CH2:10][CH:11]=O.C(N(C(C)C)CC)(C)C.O, predict the reaction product. The product is: [CH3:8][S:7][C:4]1[S:3][C:2]2=[N:1][CH:10]=[CH:11][N:6]2[N:5]=1. (5) Given the reactants CS([O:5][C@H:6]1[CH2:11][CH2:10][C@@H:9]([N:12]2[CH2:17][CH2:16][N:15]([CH3:18])[C:14](=[O:19])[CH2:13]2)[CH2:8][CH2:7]1)(=O)=O.[CH2:20]([N:27]1[C:36](=[O:37])[C:35]2[C:30](=[CH:31][C:32]([O:39][CH3:40])=[C:33](O)[CH:34]=2)[N:29]=[CH:28]1)[C:21]1[CH:26]=[CH:25][CH:24]=[CH:23][CH:22]=1.C(=O)([O-])[O-].[Cs+].[Cs+], predict the reaction product. The product is: [CH2:20]([N:27]1[C:36](=[O:37])[C:35]2[C:30](=[CH:31][C:32]([O:39][CH3:40])=[C:33]([O:5][C@H:6]3[CH2:11][CH2:10][C@H:9]([N:12]4[CH2:17][CH2:16][N:15]([CH3:18])[C:14](=[O:19])[CH2:13]4)[CH2:8][CH2:7]3)[CH:34]=2)[N:29]=[CH:28]1)[C:21]1[CH:22]=[CH:23][CH:24]=[CH:25][CH:26]=1. (6) Given the reactants [H-].[Na+].[F:3][C:4]1[CH:9]=[C:8]([F:10])[CH:7]=[CH:6][C:5]=1[OH:11].Cl[C:13]1[CH:18]=[C:17]([N+:19]([O-:21])=[O:20])[C:16]([CH3:22])=[CH:15][N+:14]=1[O-:23], predict the reaction product. The product is: [F:3][C:4]1[CH:9]=[C:8]([F:10])[CH:7]=[CH:6][C:5]=1[O:11][C:13]1[CH:18]=[C:17]([N+:19]([O-:21])=[O:20])[C:16]([CH3:22])=[CH:15][N+:14]=1[O-:23]. (7) The product is: [CH3:25][N:24]([CH3:26])[CH2:23][CH2:22][N:15]1[C:14](=[O:27])[C:13]2[CH:28]=[C:9]([NH:8][C:6]([NH2:5])=[O:7])[CH:10]=[C:11]3[C:12]=2[C:17](=[CH:18][CH:19]=[CH:20]3)[C:16]1=[O:21]. Given the reactants ClC(Cl)(Cl)C([NH:5][C:6]([NH:8][C:9]1[CH:10]=[C:11]2[CH:20]=[CH:19][CH:18]=[C:17]3[C:12]2=[C:13]([CH:28]=1)[C:14](=[O:27])[N:15]([CH2:22][CH2:23][N:24]([CH3:26])[CH3:25])[C:16]3=[O:21])=[O:7])=O.C([O-])([O-])=O.[K+].[K+].CO, predict the reaction product. (8) Given the reactants C(N(CC)CC)C.[O:8]1[CH:12]=[CH:11][C:10]([CH2:13][N:14]2[C:18]3=[N:19][CH:20]=[CH:21][CH:22]=[C:17]3[C:16]([CH:23]3[CH2:28][CH2:27][NH:26][CH2:25][CH2:24]3)=[CH:15]2)=[CH:9]1.[CH3:29][O:30][C:31](=[O:40])[C:32]1[CH:37]=[CH:36][CH:35]=[C:34]([CH2:38]Br)[CH:33]=1, predict the reaction product. The product is: [CH3:29][O:30][C:31](=[O:40])[C:32]1[CH:37]=[CH:36][CH:35]=[C:34]([CH2:38][N:26]2[CH2:25][CH2:24][CH:23]([C:16]3[C:17]4[C:18](=[N:19][CH:20]=[CH:21][CH:22]=4)[N:14]([CH2:13][C:10]4[CH:11]=[CH:12][O:8][CH:9]=4)[CH:15]=3)[CH2:28][CH2:27]2)[CH:33]=1.